This data is from Full USPTO retrosynthesis dataset with 1.9M reactions from patents (1976-2016). The task is: Predict the reactants needed to synthesize the given product. (1) Given the product [CH2:5]([N:7]1[CH2:8][C:9]([CH3:12])([CH3:10])[O:11][C:1](=[O:2])[CH2:3]1)[CH3:6], predict the reactants needed to synthesize it. The reactants are: [CH:1]([CH:3]=O)=[O:2].[CH2:5]([NH:7][CH2:8][C:9]([CH3:12])([OH:11])[CH3:10])[CH3:6]. (2) Given the product [OH:1][CH:2]1[CH2:7][CH2:6][C:5]([C:8]2[CH:9]=[C:10]([CH:27]=[CH:28][CH:29]=2)[CH2:11][O:12][C:13]2[CH:14]=[CH:15][C:16]([CH:19]([C:24]#[C:25][CH3:26])[CH2:20][C:21]([OH:23])=[O:22])=[CH:17][CH:18]=2)=[CH:4][CH2:3]1, predict the reactants needed to synthesize it. The reactants are: [O:1]=[C:2]1[CH2:7][CH2:6][C:5]([C:8]2[CH:9]=[C:10]([CH:27]=[CH:28][CH:29]=2)[CH2:11][O:12][C:13]2[CH:18]=[CH:17][C:16]([CH:19]([C:24]#[C:25][CH3:26])[CH2:20][C:21]([OH:23])=[O:22])=[CH:15][CH:14]=2)=[CH:4][CH2:3]1.[BH4-].[Na+].Cl. (3) Given the product [C:1]([C:5]1[CH:6]=[CH:7][C:8]([N:11]2[CH2:15][CH2:14][C:13]3([CH2:20][CH2:19][CH:18]([C:21]([OH:30])([OH:26])[C:22]([F:24])([F:25])[F:23])[CH2:17][CH2:16]3)[C:12]2=[O:27])=[CH:9][CH:10]=1)([CH3:4])([CH3:2])[CH3:3], predict the reactants needed to synthesize it. The reactants are: [C:1]([C:5]1[CH:10]=[CH:9][C:8]([N:11]2[CH2:15][CH2:14][C:13]3([CH2:20][CH2:19][CH:18]([CH:21]([OH:26])[C:22]([F:25])([F:24])[F:23])[CH2:17][CH2:16]3)[C:12]2=[O:27])=[CH:7][CH:6]=1)([CH3:4])([CH3:3])[CH3:2].CC(OI1(OC(C)=O)(OC(C)=O)OC(=O)C2C=CC=CC1=2)=[O:30].C([O-])(O)=O.[Na+].[O-]S([O-])(=S)=O.[Na+].[Na+]. (4) Given the product [C:24]([C:17]1[CH:18]=[C:19]([O:20][CH3:21])[C:14]([NH:13][S:10]([CH2:9][C:4]2[CH:3]=[C:2]([Cl:1])[CH:7]=[C:6]([Cl:8])[CH:5]=2)(=[O:12])=[O:11])=[N:15][CH:16]=1)#[N:25], predict the reactants needed to synthesize it. The reactants are: [Cl:1][C:2]1[CH:3]=[C:4]([CH2:9][S:10]([NH:13][C:14]2[C:19]([O:20][CH3:21])=[CH:18][C:17](I)=[CH:16][N:15]=2)(=[O:12])=[O:11])[CH:5]=[C:6]([Cl:8])[CH:7]=1.[Cu][C:24]#[N:25]. (5) Given the product [Cl:1][C:2]1[CH:3]=[CH:4][C:5]2[NH:11][C:10]3[CH:12]=[CH:13][CH:14]=[CH:15][C:9]=3[C:8]([N:16]3[CH2:21][CH2:20][N:19]([C:23](=[O:39])[CH2:24][CH2:25][CH2:26][CH2:27][CH2:28][CH2:29][CH2:30][CH2:31][CH2:32][CH2:33][CH2:34][CH2:35][CH2:36][CH2:37][CH3:38])[CH2:18][CH2:17]3)=[N:7][C:6]=2[CH:22]=1, predict the reactants needed to synthesize it. The reactants are: [Cl:1][C:2]1[CH:3]=[CH:4][C:5]2[NH:11][C:10]3[CH:12]=[CH:13][CH:14]=[CH:15][C:9]=3[C:8]([N:16]3[CH2:21][CH2:20][NH:19][CH2:18][CH2:17]3)=[N:7][C:6]=2[CH:22]=1.[C:23](Cl)(=[O:39])[CH2:24][CH2:25][CH2:26][CH2:27][CH2:28][CH2:29][CH2:30][CH2:31][CH2:32][CH2:33][CH2:34][CH2:35][CH2:36][CH2:37][CH3:38]. (6) Given the product [CH3:15][N:16]([CH:18]=[C:7]([C:8](=[O:10])[CH3:9])[C:6]([NH:5][CH:3]([CH:2]([CH3:12])[CH3:1])[CH3:4])=[O:11])[CH3:17], predict the reactants needed to synthesize it. The reactants are: [CH3:1][CH:2]([CH3:12])[CH:3]([NH:5][C:6](=[O:11])[CH2:7][C:8](=[O:10])[CH3:9])[CH3:4].CO[CH:15](OC)[N:16]([CH3:18])[CH3:17]. (7) Given the product [Cl:28][C:6]1[C:11]([F:12])=[CH:10][N:9]=[C:8]([CH:13]([CH:16]2[CH2:18][CH2:17]2)[C:14]#[N:15])[C:7]=1[O:19][CH3:20], predict the reactants needed to synthesize it. The reactants are: C(O[C:6]1[C:11]([F:12])=[CH:10][N:9]=[C:8]([CH:13]([CH:16]2[CH2:18][CH2:17]2)[C:14]#[N:15])[C:7]=1[O:19][CH3:20])(C)(C)C.FC(F)(F)C(O)=O.[Cl:28]CCl.